From a dataset of Experimentally validated miRNA-target interactions with 360,000+ pairs, plus equal number of negative samples. Binary Classification. Given a miRNA mature sequence and a target amino acid sequence, predict their likelihood of interaction. (1) The miRNA is hsa-miR-455-3p with sequence GCAGUCCAUGGGCAUAUACAC. The protein sequence of the target gene is MHFSSSARAADENFDYLFKIILIGDSNVGKTCVVQHFKSGVYTETQQNTIGVDFTVRSLDIDGKKVKMQVWDTAGQERFRTITQSYYRSAHAAIIAYDLTRRSTFESIPHWIHEIEKYGAANVVIMLIGNKCDLWEKRHVLFEDACTLAEKYGLLAVLETSAKESKNIEEVFVLMAKELIARNSLHLYGESALNGLPLDSSPVLMAQGPSEKTHCTC. Result: 1 (interaction). (2) The miRNA is hsa-miR-4655-5p with sequence CACCGGGGAUGGCAGAGGGUCG. The protein sequence of the target gene is MSMVVQPVEEKAVHSWSRISTAGKKALEEALLVFNPMSQDLSATEAQLVAFLQGLRDDGFQPTILRSGDVYGYSSCTASPPSQTKLQARTINPPATSLPKTAVSVPAGRTTLLPVPLSGRLAKGSTAALAKHATTNLLLSSLKQSSASNSSGTTVGFPAHLYPGVYPAMRLSVVLEALVPLKTPCLDVKHGAQSLQLSLAKSPLKVRKASGNPKSKAPRKITSKGLKHLTSKGPGAGLRRGAGTQSNGAQRKGCSALGPKTVQAQASQTLIKAARAHASVAQTQTKTVRVRAKAKQAKPK.... Result: 0 (no interaction). (3) The miRNA is hsa-miR-378a-5p with sequence CUCCUGACUCCAGGUCCUGUGU. The protein sequence of the target gene is MAELCPLAEELSCSICLEPFKEPVTTPCGHNFCGSCLNETWAVQGSPYLCPQCRAVYQARPQLHKNTVLCNVVEQFLQADLAREPPADVWTPPARASAPSPNAQVACDHCLKEAAVKTCLVCMASFCQEHLQPHFDSPAFQDHPLQPPVRDLLRRKCSQHNRLREFFCPEHSECICHICLVEHKTCSPASLSQASADLEATLRHKLTVMYSQINGASRALDDVRNRQQDVRMTANRKVEQLQQEYTEMKALLDASETTSTRKIKEEEKRVNSKFDTIYQILLKKKSEIQTLKEEIEQSLT.... Result: 1 (interaction).